From a dataset of TCR-epitope binding with 47,182 pairs between 192 epitopes and 23,139 TCRs. Binary Classification. Given a T-cell receptor sequence (or CDR3 region) and an epitope sequence, predict whether binding occurs between them. (1) The epitope is PROT_97E67BCC. The TCR CDR3 sequence is CASSPRTSGGDEQYF. Result: 1 (the TCR binds to the epitope). (2) The epitope is KLSYGIATV. The TCR CDR3 sequence is CASTWGNQPQHF. Result: 0 (the TCR does not bind to the epitope). (3) The epitope is KLSYGIATV. The TCR CDR3 sequence is CASSQEVGGLTGELFF. Result: 1 (the TCR binds to the epitope). (4) The epitope is IVTDFSVIK. The TCR CDR3 sequence is CSPASGNHEQYF. Result: 0 (the TCR does not bind to the epitope). (5) The TCR CDR3 sequence is CASSQAGLEAYNEQFF. Result: 1 (the TCR binds to the epitope). The epitope is GLCTLVAML. (6) The epitope is SQASSRSSSR. The TCR CDR3 sequence is CASSMSGANVLTF. Result: 0 (the TCR does not bind to the epitope). (7) The epitope is KRWIIMGLNK. The TCR CDR3 sequence is CASSLDRLDNEQFF. Result: 0 (the TCR does not bind to the epitope).